From a dataset of Peptide-MHC class I binding affinity with 185,985 pairs from IEDB/IMGT. Regression. Given a peptide amino acid sequence and an MHC pseudo amino acid sequence, predict their binding affinity value. This is MHC class I binding data. The peptide sequence is ELLNILTEL. The MHC is BoLA-T2b with pseudo-sequence BoLA-T2b. The binding affinity (normalized) is 0.0641.